This data is from Full USPTO retrosynthesis dataset with 1.9M reactions from patents (1976-2016). The task is: Predict the reactants needed to synthesize the given product. (1) Given the product [C:14]([O:13][C:11]([N:10]1[C:6]([CH2:5][C:4]([O:3][CH2:1][CH3:2])=[O:20])=[CH:7][C:8](/[CH:18]=[C:32]2\[CH2:33][N:28]([C:27]([C:35]3[CH:40]=[CH:39][CH:38]=[CH:37][CH:36]=3)([C:21]3[CH:22]=[CH:23][CH:24]=[CH:25][CH:26]=3)[C:41]3[CH:46]=[CH:45][CH:44]=[CH:43][CH:42]=3)[CH2:29][CH2:30][C:31]\2=[O:34])=[N:9]1)=[O:12])([CH3:17])([CH3:16])[CH3:15], predict the reactants needed to synthesize it. The reactants are: [CH2:1]([O:3][C:4](=[O:20])[CH2:5][C:6]1[N:10]([C:11]([O:13][C:14]([CH3:17])([CH3:16])[CH3:15])=[O:12])[N:9]=[C:8]([CH:18]=O)[CH:7]=1)[CH3:2].[C:21]1([C:27]([C:41]2[CH:46]=[CH:45][CH:44]=[CH:43][CH:42]=2)([C:35]2[CH:40]=[CH:39][CH:38]=[CH:37][CH:36]=2)[N:28]2[CH2:33][CH2:32][C:31](=[O:34])[CH2:30][CH2:29]2)[CH:26]=[CH:25][CH:24]=[CH:23][CH:22]=1.N1CCCC1. (2) Given the product [O:11]1[C:10]2[CH:9]=[CH:8][CH:7]=[C:6]([CH2:5][CH2:4][NH2:1])[C:14]=2[O:13][CH2:12]1, predict the reactants needed to synthesize it. The reactants are: [N+:1]([CH:4]=[CH:5][C:6]1[C:14]2[O:13][CH2:12][O:11][C:10]=2[CH:9]=[CH:8][CH:7]=1)([O-])=O.[H-].[Al+3].[Li+].[H-].[H-].[H-]. (3) The reactants are: Cl[C:2]1[N:7]=[C:6]2[O:8][C:9]3[C:14]([C@H:15]([C:16]([CH3:21])([CH3:20])[C:17]([OH:19])=[O:18])[C:5]2=[CH:4][CH:3]=1)=[CH:13][CH:12]=[CH:11][C:10]=3[F:22].[CH3:23][N:24]1[C:28]([C:29]2[CH:34]=[CH:33][C:32](B(O)O)=[CH:31][CH:30]=2)=[N:27][N:26]=[N:25]1.[O-]P([O-])([O-])=O.[K+].[K+].[K+]. Given the product [F:22][C:10]1[CH:11]=[CH:12][CH:13]=[C:14]2[C:9]=1[O:8][C:6]1=[N:7][C:2]([C:32]3[CH:31]=[CH:30][C:29]([C:28]4[N:24]([CH3:23])[N:25]=[N:26][N:27]=4)=[CH:34][CH:33]=3)=[CH:3][CH:4]=[C:5]1[C@H:15]2[C:16]([CH3:21])([CH3:20])[C:17]([OH:19])=[O:18], predict the reactants needed to synthesize it. (4) The reactants are: C1C2C(COC([NH:18][C@H:19]([C:28]([N:30]([C@@H:42]([CH3:50])[CH:43]([O:47][CH2:48][CH3:49])[O:44][CH2:45][CH3:46])[CH2:31][C:32]3[C:41]4[C:36](=[CH:37][CH:38]=[CH:39][CH:40]=4)[CH:35]=[CH:34][CH:33]=3)=[O:29])[CH2:20][C:21]([O:23][C:24]([CH3:27])([CH3:26])[CH3:25])=[O:22])=O)C3C(=CC=CC=3)C=2C=CC=1.N1CCCCC1.CC(=O)OCC.CO. Given the product [NH2:18][C@H:19]([C:28]([N:30]([C@@H:42]([CH3:50])[CH:43]([O:47][CH2:48][CH3:49])[O:44][CH2:45][CH3:46])[CH2:31][C:32]1[C:41]2[C:36](=[CH:37][CH:38]=[CH:39][CH:40]=2)[CH:35]=[CH:34][CH:33]=1)=[O:29])[CH2:20][C:21]([O:23][C:24]([CH3:27])([CH3:25])[CH3:26])=[O:22], predict the reactants needed to synthesize it. (5) The reactants are: [B:1].[CH:2]1[CH:7]=[CH:6][C:5]([PH:8][C:9]2[CH:14]=[CH:13][CH:12]=[CH:11][CH:10]=2)=[CH:4][CH:3]=1.C(OC)(=O)C=C. Given the product [BH3:1].[C:9]1([PH:8][C:5]2[CH:4]=[CH:3][CH:2]=[CH:7][CH:6]=2)[CH:10]=[CH:11][CH:12]=[CH:13][CH:14]=1, predict the reactants needed to synthesize it. (6) Given the product [CH3:11][O:10][C:8]([C:5]1[CH:4]=[CH:3][C:2]([NH:1][C:13]2[N:14]=[CH:15][C:16]([C:19]3[CH:20]=[CH:21][C:22]([O:25][CH3:26])=[CH:23][CH:24]=3)=[CH:17][N:18]=2)=[CH:7][N:6]=1)=[O:9], predict the reactants needed to synthesize it. The reactants are: [NH2:1][C:2]1[CH:3]=[CH:4][C:5]([C:8]([O:10][CH3:11])=[O:9])=[N:6][CH:7]=1.Cl[C:13]1[N:18]=[CH:17][C:16]([C:19]2[CH:24]=[CH:23][C:22]([O:25][CH3:26])=[CH:21][CH:20]=2)=[CH:15][N:14]=1.CC1(C)C2C(=C(P(C3C=CC=CC=3)C3C=CC=CC=3)C=CC=2)OC2C(P(C3C=CC=CC=3)C3C=CC=CC=3)=CC=CC1=2.C([O-])([O-])=O.[Cs+].[Cs+].